This data is from Catalyst prediction with 721,799 reactions and 888 catalyst types from USPTO. The task is: Predict which catalyst facilitates the given reaction. (1) Reactant: C([N:4]([CH2:27][CH2:28][C:29]1[CH:34]=[CH:33][CH:32]=[CH:31][N:30]=1)[C:5]1[CH:10]=[CH:9][C:8]([NH:11][C:12]([C:14]2[C:15]([C:20]3[CH:25]=[CH:24][C:23]([CH3:26])=[CH:22][CH:21]=3)=[CH:16][CH:17]=[CH:18][CH:19]=2)=[O:13])=[CH:7][CH:6]=1)(=O)C.Cl.C(=O)([O-])[O-].[K+].[K+]. Product: [CH3:26][C:23]1[CH:24]=[CH:25][C:20]([C:15]2[C:14]([C:12]([NH:11][C:8]3[CH:9]=[CH:10][C:5]([NH:4][CH2:27][CH2:28][C:29]4[CH:34]=[CH:33][CH:32]=[CH:31][N:30]=4)=[CH:6][CH:7]=3)=[O:13])=[CH:19][CH:18]=[CH:17][CH:16]=2)=[CH:21][CH:22]=1. The catalyst class is: 13. (2) Reactant: C1([O:7][N:8]2[C:12](=[O:13])[C:11]3=[CH:14][CH:15]=[CH:16][CH:17]=[C:10]3[C:9]2=[O:18])CCCCC1.[Na].C(O)(=O)C1C(=CC=CC=1)C(O)=O.Cl.C1(=O)OC(=O)C2=CC=CC=C12. Product: [OH:7][N:8]1[C:9](=[O:18])[C:10]2=[CH:17][CH:16]=[CH:15][CH:14]=[C:11]2[C:12]1=[O:13]. The catalyst class is: 74. (3) Reactant: [F:1][CH:2]([F:12])[O:3][C:4]1[CH:11]=[CH:10][C:7]([CH2:8][NH2:9])=[CH:6][CH:5]=1.C(N(CC)CC)C.[CH2:20]([S:27](Cl)(=[O:29])=[O:28])[C:21]1[CH:26]=[CH:25][CH:24]=[CH:23][CH:22]=1. Product: [F:1][CH:2]([F:12])[O:3][C:4]1[CH:5]=[CH:6][C:7]([CH2:8][NH:9][S:27]([CH2:20][C:21]2[CH:26]=[CH:25][CH:24]=[CH:23][CH:22]=2)(=[O:29])=[O:28])=[CH:10][CH:11]=1. The catalyst class is: 1.